Predict the product of the given reaction. From a dataset of Forward reaction prediction with 1.9M reactions from USPTO patents (1976-2016). (1) Given the reactants C([O:4][CH2:5][C:6]1[O:10][N:9]=[C:8]([CH3:11])[C:7]=1[C:12]1[C:13]([C:18](=[O:26])[C:19]2[CH:24]=[CH:23][C:22]([Cl:25])=[CH:21][CH:20]=2)=[N:14][N:15]([CH3:17])[CH:16]=1)(=O)C.[OH-].[Na+].C(Cl)Cl, predict the reaction product. The product is: [Cl:25][C:22]1[CH:23]=[CH:24][C:19]([C:18]([C:13]2[C:12]([C:7]3[C:8]([CH3:11])=[N:9][O:10][C:6]=3[CH2:5][OH:4])=[CH:16][N:15]([CH3:17])[N:14]=2)=[O:26])=[CH:20][CH:21]=1. (2) Given the reactants [CH2:1]([NH:3][C:4]1[CH:13]=[CH:12][C:11]([N+:14]([O-:16])=[O:15])=[CH:10][C:5]=1[C:6]([O:8]C)=O)[CH3:2].[NH2:17][C:18](N)=[O:19], predict the reaction product. The product is: [CH2:1]([N:3]1[C:4]2[C:5](=[CH:10][C:11]([N+:14]([O-:16])=[O:15])=[CH:12][CH:13]=2)[C:6](=[O:8])[NH:17][C:18]1=[O:19])[CH3:2].